This data is from Catalyst prediction with 721,799 reactions and 888 catalyst types from USPTO. The task is: Predict which catalyst facilitates the given reaction. (1) Reactant: [Br:1][C:2]1[C:3](Cl)=[N:4][C:5]([Cl:8])=[N:6][CH:7]=1.[CH:10]1([NH2:15])[CH2:14][CH2:13][CH2:12][CH2:11]1. Product: [Br:1][C:2]1[C:3]([NH:15][CH:10]2[CH2:14][CH2:13][CH2:12][CH2:11]2)=[N:4][C:5]([Cl:8])=[N:6][CH:7]=1. The catalyst class is: 155. (2) Reactant: CS(C)=O.C(Cl)(=O)C(Cl)=O.[Cl:11][C:12]1[CH:13]=[C:14]([C:19]([CH3:24])([CH3:23])[CH:20]([OH:22])[CH3:21])[CH:15]=[CH:16][C:17]=1[Cl:18].CCN(CC)CC. Product: [Cl:11][C:12]1[CH:13]=[C:14]([C:19]([CH3:24])([CH3:23])[C:20](=[O:22])[CH3:21])[CH:15]=[CH:16][C:17]=1[Cl:18]. The catalyst class is: 34.